This data is from P-glycoprotein inhibition data for predicting drug efflux from Broccatelli et al.. The task is: Regression/Classification. Given a drug SMILES string, predict its absorption, distribution, metabolism, or excretion properties. Task type varies by dataset: regression for continuous measurements (e.g., permeability, clearance, half-life) or binary classification for categorical outcomes (e.g., BBB penetration, CYP inhibition). Dataset: pgp_broccatelli. The drug is COc1ccc(N2CCN(C[C@H](O)COc3ccccc3C(=O)CCc3ccccc3)CC2)cc1. The result is 1 (inhibitor).